Dataset: Catalyst prediction with 721,799 reactions and 888 catalyst types from USPTO. Task: Predict which catalyst facilitates the given reaction. (1) Reactant: [Si]([O:8][CH2:9][CH2:10][CH2:11][CH:12]([C@@H:14]1[O:32][CH2:31][C@:17]2([C:33]3[CH:38]=[CH:37][C:36]([F:39])=[CH:35][C:34]=3[F:40])[N:18]=[C:19]([NH:22][C:23](=[O:30])[C:24]3[CH:29]=[CH:28][CH:27]=[CH:26][CH:25]=3)[S:20][CH2:21][C@@H:16]2[CH2:15]1)[OH:13])(C(C)(C)C)(C)C.[F-].C([N+](CCCC)(CCCC)CCCC)CCC.[Cl-].[NH4+]. Product: [F:40][C:34]1[CH:35]=[C:36]([F:39])[CH:37]=[CH:38][C:33]=1[C@:17]12[CH2:31][O:32][C@@H:14]([CH:12]([OH:13])[CH2:11][CH2:10][CH2:9][OH:8])[CH2:15][C@H:16]1[CH2:21][S:20][C:19]([NH:22][C:23](=[O:30])[C:24]1[CH:25]=[CH:26][CH:27]=[CH:28][CH:29]=1)=[N:18]2. The catalyst class is: 7. (2) Reactant: [NH2:1][C:2]1[CH:3]=[C:4]([CH:21]=[CH:22][C:23]=1[F:24])[O:5][C:6]1[CH:7]=[CH:8][C:9]2[N:10]([CH:12]=[C:13]([NH:15][C:16]([CH:18]3[CH2:20][CH2:19]3)=[O:17])[N:14]=2)[N:11]=1.[CH3:25][N:26]1[C:30]([CH3:31])=[CH:29][C:28]([C:32](O)=[O:33])=[N:27]1.Cl.C(N=C=NCCCN(C)C)C.ON1C2C=CC=CC=2N=N1.C(N(CC)CC)C. Product: [CH:18]1([C:16]([NH:15][C:13]2[N:14]=[C:9]3[CH:8]=[CH:7][C:6]([O:5][C:4]4[CH:21]=[CH:22][C:23]([F:24])=[C:2]([NH:1][C:32]([C:28]5[CH:29]=[C:30]([CH3:31])[N:26]([CH3:25])[N:27]=5)=[O:33])[CH:3]=4)=[N:11][N:10]3[CH:12]=2)=[O:17])[CH2:20][CH2:19]1. The catalyst class is: 35. (3) Reactant: [C:1]1([C:7]([N:9]2[CH2:14][CH2:13][N:12]([CH:15]3[CH2:18][N:17]([C:19]([C:21]4[CH:22]=[C:23]5[C:28](=[CH:29][CH:30]=4)[CH2:27][NH:26][CH2:25][CH2:24]5)=[O:20])[CH2:16]3)[CH2:11][CH2:10]2)=[O:8])[CH:6]=[CH:5][CH:4]=[CH:3][CH:2]=1.C([O-])([O-])=O.[K+].[K+]. Product: [CH2:7]([N:26]1[CH2:25][CH2:24][C:23]2[C:28](=[CH:29][CH:30]=[C:21]([C:19]([N:17]3[CH2:16][CH:15]([N:12]4[CH2:11][CH2:10][N:9]([C:7]([C:1]5[CH:2]=[CH:3][CH:4]=[CH:5][CH:6]=5)=[O:8])[CH2:14][CH2:13]4)[CH2:18]3)=[O:20])[CH:22]=2)[CH2:27]1)[C:1]1[CH:6]=[CH:5][CH:4]=[CH:3][CH:2]=1. The catalyst class is: 23.